Task: Predict the product of the given reaction.. Dataset: Forward reaction prediction with 1.9M reactions from USPTO patents (1976-2016) (1) Given the reactants [CH:1]([C:4]1[CH:25]=[CH:24][C:7]([C:8]([C:10]2[CH:15]=[C:14]([O:16][CH2:17][C:18]#[CH:19])[CH:13]=[CH:12][C:11]=2[NH:20][CH2:21][C:22]#[N:23])=[O:9])=[CH:6][CH:5]=1)([CH3:3])[CH3:2].[Sn]([N:39]=[N+:40]=[N-:41])(CCCC)(CCCC)CCCC.[OH-].[K+].CO, predict the reaction product. The product is: [CH:1]([C:4]1[CH:25]=[CH:24][C:7]([C:8]([C:10]2[CH:15]=[C:14]([O:16][CH2:17][C:18]#[CH:19])[CH:13]=[CH:12][C:11]=2[NH:20][CH2:21][C:22]2[NH:41][N:40]=[N:39][N:23]=2)=[O:9])=[CH:6][CH:5]=1)([CH3:3])[CH3:2]. (2) Given the reactants [CH3:1][O:2][C:3]([C:5]1[N:6]=[N:7][N:8]([CH2:10][CH2:11][CH2:12][CH2:13][N:14]2[CH:18]=[C:17]([C:19]([OH:21])=O)[N:16]=[N:15]2)[CH:9]=1)=[O:4].[F:22][C:23]([F:34])([F:33])[O:24][C:25]1[CH:26]=[C:27]([CH2:31][NH2:32])[CH:28]=[CH:29][CH:30]=1.CN(C(ON1N=NC2C=CC=NC1=2)=[N+](C)C)C.F[P-](F)(F)(F)(F)F.CCN(C(C)C)C(C)C, predict the reaction product. The product is: [F:22][C:23]([F:33])([F:34])[O:24][C:25]1[CH:26]=[C:27]([CH:28]=[CH:29][CH:30]=1)[CH2:31][NH:32][C:19]([C:17]1[N:16]=[N:15][N:14]([CH2:13][CH2:12][CH2:11][CH2:10][N:8]2[CH:9]=[C:5]([C:3]([O:2][CH3:1])=[O:4])[N:6]=[N:7]2)[CH:18]=1)=[O:21]. (3) Given the reactants [C:1]([O:4][C@@H:5]1[C@@H:10]([O:11][C:12](=[O:14])[CH3:13])[C@@H:9]([O:15][C:16](=[O:18])[CH3:17])[C@@H:8]([CH2:19][O:20][C:21](=[O:23])[CH3:22])[O:7][C@@H:6]1Br)(=[O:3])[CH3:2].[C:25]1([S:31]([O-:34])(=[O:33])=[S:32])[CH:30]=[CH:29][CH:28]=[CH:27][CH:26]=1.[Na+].C(OCC)(=O)C, predict the reaction product. The product is: [C:25]1([S:31]([O:34][C@@H:6]2[O:7][C@H:8]([CH2:19][O:20][C:21](=[O:23])[CH3:22])[C@H:9]([O:15][C:16](=[O:18])[CH3:17])[C@H:10]([O:11][C:12](=[O:14])[CH3:13])[C@H:5]2[O:4][C:1](=[O:3])[CH3:2])(=[O:33])=[S:32])[CH:30]=[CH:29][CH:28]=[CH:27][CH:26]=1. (4) Given the reactants C(O)(C(F)(F)F)=O.[NH2:8][C:9]1[N:17]=[CH:16][N:15]=[C:14]2[C:10]=1[N:11]=[CH:12][N:13]2[C@H:18]1[C@H:25]2[C@H:21]([O:22]C(C)(C)[O:24]2)[C@@H:20]([CH2:28][N:29]([CH3:47])[CH2:30][CH2:31][CH2:32][NH:33][C:34]2[NH:38][C:37]3[CH:39]=[C:40]([C:43]([CH3:46])([CH3:45])[CH3:44])[CH:41]=[CH:42][C:36]=3[N:35]=2)[O:19]1, predict the reaction product. The product is: [NH2:8][C:9]1[N:17]=[CH:16][N:15]=[C:14]2[C:10]=1[N:11]=[CH:12][N:13]2[C@H:18]1[C@H:25]([OH:24])[C@H:21]([OH:22])[C@@H:20]([CH2:28][N:29]([CH2:30][CH2:31][CH2:32][NH:33][C:34]2[NH:38][C:37]3[CH:39]=[C:40]([C:43]([CH3:46])([CH3:45])[CH3:44])[CH:41]=[CH:42][C:36]=3[N:35]=2)[CH3:47])[O:19]1. (5) Given the reactants [CH3:1][O:2][C:3]([C:5]1[C:13]([Cl:14])=[C:12]2[C:8]([CH:9]=[CH:10][NH:11]2)=[CH:7][CH:6]=1)=[O:4].[F:15][C:16]1[CH:21]=[CH:20][C:19](I)=[CH:18][CH:17]=1, predict the reaction product. The product is: [CH3:1][O:2][C:3]([C:5]1[C:13]([Cl:14])=[C:12]2[C:8]([CH:9]=[CH:10][N:11]2[C:19]2[CH:20]=[CH:21][C:16]([F:15])=[CH:17][CH:18]=2)=[CH:7][CH:6]=1)=[O:4]. (6) Given the reactants Cl[C:2]1[C:11]2[C:6](=[CH:7][C:8]([O:17][CH2:18][CH2:19][O:20][CH3:21])=[C:9]([O:12][CH2:13][CH2:14][O:15][CH3:16])[CH:10]=2)[N:5]=[CH:4][N:3]=1.[NH2:22][C:23]1[CH:27]=[C:26]([C:28]([CH3:31])([CH3:30])[CH3:29])[Se:25][C:24]=1[C:32]([NH2:34])=[O:33].CN(C=O)C.[OH-].[Na+], predict the reaction product. The product is: [CH3:16][O:15][CH2:14][CH2:13][O:12][C:9]1[CH:10]=[C:11]2[C:6](=[CH:7][C:8]=1[O:17][CH2:18][CH2:19][O:20][CH3:21])[N:5]=[CH:4][N:3]=[C:2]2[NH:22][C:23]1[CH:27]=[C:26]([C:28]([CH3:31])([CH3:29])[CH3:30])[Se:25][C:24]=1[C:32]([NH2:34])=[O:33]. (7) Given the reactants [CH3:1][C:2]1[C:11]2[C:6](=[CH:7][C:8]([O:12][S:13]([C:16]([F:19])([F:18])[F:17])(=[O:15])=[O:14])=[CH:9][CH:10]=2)[O:5][C:4](=[O:20])[CH:3]=1.[Li+].C[Si]([N-][Si](C)(C)C)(C)C.[Cl:31][C:32]1[CH:39]=[C:38]([Cl:40])[CH:37]=[CH:36][C:33]=1[CH:34]=[O:35], predict the reaction product. The product is: [Cl:31][C:32]1[CH:39]=[C:38]([Cl:40])[CH:37]=[CH:36][C:33]=1[CH:34]([OH:35])[CH2:1][C:2]1[C:11]2[C:6](=[CH:7][C:8]([O:12][S:13]([C:16]([F:18])([F:19])[F:17])(=[O:15])=[O:14])=[CH:9][CH:10]=2)[O:5][C:4](=[O:20])[CH:3]=1. (8) Given the reactants [N+:1]([C:4]1[N:5]=[CH:6][N:7]([C:9]2[CH:14]=[CH:13][CH:12]=[C:11]([C:15]([F:18])([F:17])[F:16])[CH:10]=2)[CH:8]=1)([O-])=O, predict the reaction product. The product is: [F:18][C:15]([F:16])([F:17])[C:11]1[CH:10]=[C:9]([N:7]2[CH:8]=[C:4]([NH2:1])[N:5]=[CH:6]2)[CH:14]=[CH:13][CH:12]=1.